This data is from Full USPTO retrosynthesis dataset with 1.9M reactions from patents (1976-2016). The task is: Predict the reactants needed to synthesize the given product. (1) Given the product [CH2:1]([O:3][C:4]1[CH:12]=[C:11]2[C:7]([CH:8]=[N:9][NH:10]2)=[CH:6][C:5]=1[NH:13][C:14]1[C:15]2[C:22]3[CH2:23][CH2:24][CH:25]([C:27]([N:31]([CH2:32][CH2:33][OH:34])[CH3:30])=[O:29])[CH2:26][C:21]=3[S:20][C:16]=2[N:17]=[CH:18][N:19]=1)[CH3:2], predict the reactants needed to synthesize it. The reactants are: [CH2:1]([O:3][C:4]1[CH:12]=[C:11]2[C:7]([CH:8]=[N:9][NH:10]2)=[CH:6][C:5]=1[NH:13][C:14]1[C:15]2[C:22]3[CH2:23][CH2:24][CH:25]([C:27]([OH:29])=O)[CH2:26][C:21]=3[S:20][C:16]=2[N:17]=[CH:18][N:19]=1)[CH3:2].[CH3:30][NH:31][CH2:32][CH2:33][OH:34]. (2) Given the product [NH:20]([C:25]([NH:1][C:2]1[CH:6]=[C:5]([C:7]([O:9][CH3:10])=[O:8])[N:4]([CH2:11][C:12]2[CH:13]=[CH:14][C:15]([O:18][CH3:19])=[CH:16][CH:17]=2)[N:3]=1)=[O:39])[NH2:40], predict the reactants needed to synthesize it. The reactants are: [NH2:1][C:2]1[CH:6]=[C:5]([C:7]([O:9][CH3:10])=[O:8])[N:4]([CH2:11][C:12]2[CH:17]=[CH:16][C:15]([O:18][CH3:19])=[CH:14][CH:13]=2)[N:3]=1.[N:20]1[CH:25]=CC=CC=1.ClC(OC1C=CC([N+]([O-])=O)=CC=1)=O.[OH2:39].[NH2:40]N. (3) Given the product [Cl:1][C:2]1[CH:3]=[C:4]2[C:9](=[CH:10][CH:11]=1)[N+:8]([O-:20])=[CH:7][CH:6]=[CH:5]2, predict the reactants needed to synthesize it. The reactants are: [Cl:1][C:2]1[CH:3]=[C:4]2[C:9](=[CH:10][CH:11]=1)[N:8]=[CH:7][CH:6]=[CH:5]2.C1C=C(Cl)C=C(C(OO)=[O:20])C=1. (4) The reactants are: [C:1]([O:5][C:6](=[O:32])[N:7]([C:17]1[CH:22]=[C:21]([CH2:23][C@H:24]2[C:27](=[O:28])[NH:26][C@@H:25]2[C:29](=O)[NH2:30])[CH:20]=[CH:19][N:18]=1)[CH2:8][C:9]1[CH:14]=[CH:13][C:12]([O:15][CH3:16])=[CH:11][CH:10]=1)([CH3:4])([CH3:3])[CH3:2].N1C=CC=CC=1.FC(F)(F)C(OC(=O)C(F)(F)F)=O. Given the product [C:1]([O:5][C:6](=[O:32])[N:7]([C:17]1[CH:22]=[C:21]([CH2:23][C@H:24]2[C:27](=[O:28])[NH:26][C@@H:25]2[C:29]#[N:30])[CH:20]=[CH:19][N:18]=1)[CH2:8][C:9]1[CH:14]=[CH:13][C:12]([O:15][CH3:16])=[CH:11][CH:10]=1)([CH3:4])([CH3:2])[CH3:3], predict the reactants needed to synthesize it. (5) Given the product [CH3:1][C:2]1([CH3:14])[C:6]([CH3:7])([CH3:8])[O:5][B:4]([C:9]2[CH:13]=[N:12][N:11]([CH2:27][O:26][CH2:25][CH2:24][Si:23]([CH3:29])([CH3:15])[CH3:22])[CH:10]=2)[O:3]1, predict the reactants needed to synthesize it. The reactants are: [CH3:1][C:2]1([CH3:14])[C:6]([CH3:8])([CH3:7])[O:5][B:4]([C:9]2[CH:10]=[N:11][NH:12][CH:13]=2)[O:3]1.[CH3:15]N(C=O)C.[H-].[Na+].[CH3:22][SiH:23]([CH3:29])[CH2:24][CH2:25][O:26][CH2:27]Cl. (6) Given the product [CH:1]1([CH2:4][O:5][C:6]2[CH:7]=[C:8]([C@@H:16]([O:27][C:28](=[O:38])[C:29]3[CH:34]=[CH:33][CH:32]=[C:31]([CH2:35][NH:39][C:40]4[CH:45]=[CH:44][CH:43]=[CH:42][C:41]=4[OH:46])[C:30]=3[OH:37])[CH2:17][C:18]3[C:23]([Cl:24])=[CH:22][N+:21]([O-:25])=[CH:20][C:19]=3[Cl:26])[CH:9]=[CH:10][C:11]=2[O:12][CH:13]([F:14])[F:15])[CH2:3][CH2:2]1, predict the reactants needed to synthesize it. The reactants are: [CH:1]1([CH2:4][O:5][C:6]2[CH:7]=[C:8]([C@@H:16]([O:27][C:28](=[O:38])[C:29]3[CH:34]=[CH:33][CH:32]=[C:31]([CH:35]=O)[C:30]=3[OH:37])[CH2:17][C:18]3[C:23]([Cl:24])=[CH:22][N+:21]([O-:25])=[CH:20][C:19]=3[Cl:26])[CH:9]=[CH:10][C:11]=2[O:12][CH:13]([F:15])[F:14])[CH2:3][CH2:2]1.[NH2:39][C:40]1[CH:45]=[CH:44][CH:43]=[CH:42][C:41]=1[OH:46]. (7) Given the product [ClH:16].[NH:11]1[C:12](=[O:14])[CH2:13][NH:8][CH2:9][C:10]1=[O:15], predict the reactants needed to synthesize it. The reactants are: C([N:8]1[CH2:13][C:12](=[O:14])[NH:11][C:10](=[O:15])[CH2:9]1)C1C=CC=CC=1.[ClH:16].C(O)C.[H][H]. (8) Given the product [CH3:38][N:37]([CH3:39])[CH2:36][CH2:35][NH:34][C:32]([C:17]1[CH:18]=[C:19]2[C:24](=[CH:15][CH:16]=1)[O:23][C:22]([N:25]1[CH2:30][CH2:29][O:28][CH2:27][CH2:26]1)=[CH:21][C:20]2=[O:31])=[O:33], predict the reactants needed to synthesize it. The reactants are: FC1C=C(C=CC=1F)NC.Br.BrC([C:15]1[CH:16]=[C:17]([C:32]([NH:34][CH2:35][CH2:36][N:37]([CH3:39])[CH3:38])=[O:33])[CH:18]=[C:19]2[C:24]=1[O:23][C:22]([N:25]1[CH2:30][CH2:29][O:28][CH2:27][CH2:26]1)=[CH:21][C:20]2=[O:31])C.